From a dataset of Catalyst prediction with 721,799 reactions and 888 catalyst types from USPTO. Predict which catalyst facilitates the given reaction. (1) Reactant: [Cl:1][C:2]1[CH:3]=[CH:4][C:5]2[N:10]([C:11]([C:13]3[CH:23]=[CH:22][C:16]4[O:17][CH2:18][C:19](=[O:21])[NH:20][C:15]=4[CH:14]=3)=[O:12])[CH:9]([CH2:24][C:25]([OH:27])=O)[CH2:8][O:7][C:6]=2[CH:28]=1.[CH3:29][NH2:30].C(P1(=O)OP(CCC)(=O)OP(CCC)(=O)O1)CC. Product: [Cl:1][C:2]1[CH:3]=[CH:4][C:5]2[N:10]([C:11]([C:13]3[CH:23]=[CH:22][C:16]4[O:17][CH2:18][C:19](=[O:21])[NH:20][C:15]=4[CH:14]=3)=[O:12])[CH:9]([CH2:24][C:25]([NH:30][CH3:29])=[O:27])[CH2:8][O:7][C:6]=2[CH:28]=1. The catalyst class is: 25. (2) Reactant: [CH2:1]([C:3]1[N:4]([C:28]2[CH:33]=[CH:32][C:31]([OH:34])=[CH:30][CH:29]=2)[C:5](=[O:27])[C:6]([CH2:12][C:13]2[CH:18]=[CH:17][C:16]([C:19]3[C:20]([C:25]#[N:26])=[CH:21][CH:22]=[CH:23][CH:24]=3)=[CH:15][CH:14]=2)=[C:7]([CH2:9][CH2:10][CH3:11])[N:8]=1)[CH3:2].C1(P([C:48]2[CH:53]=CC=CC=2)C2C=CC=CC=2)C=CC=CC=1.[N:55]([C:56]([O:58]C(C)C)=[O:57])=[N:55][C:56]([O:58]C(C)C)=[O:57].[O:68]1[CH2:72][CH2:71][CH2:70][CH2:69]1. Product: [CH2:1]([C:3]1[N:4]([C:28]2[CH:33]=[CH:32][C:31]([O:34][CH2:69][CH:70]3[CH2:48][CH2:53][O:68][CH2:72][CH2:71]3)=[CH:30][CH:29]=2)[C:5](=[O:27])[C:6]([CH2:12][C:13]2[CH:18]=[CH:17][C:16]([C:19]3[CH:24]=[CH:23][CH:22]=[CH:21][C:20]=3[C:25]3[NH:55][C:56](=[O:57])[O:58][N:26]=3)=[CH:15][CH:14]=2)=[C:7]([CH2:9][CH2:10][CH3:11])[N:8]=1)[CH3:2]. The catalyst class is: 13. (3) Reactant: [F:1][C:2]([F:15])([F:14])[S:3]([O:6]S(C(F)(F)F)(=O)=O)(=[O:5])=[O:4].[OH:16][C:17]1[C:30]2[C:29](=[O:31])[C:28]3[C:23](=[CH:24][CH:25]=[CH:26][CH:27]=3)[NH:22][C:21]=2[CH:20]=[C:19](O)[CH:18]=1.N1C(C)=CC=CC=1C. Product: [OH:16][C:17]1[C:30]2[C:29](=[O:31])[C:28]3[C:23](=[CH:24][CH:25]=[CH:26][CH:27]=3)[NH:22][C:21]=2[CH:20]=[C:19]([O:6][S:3]([C:2]([F:15])([F:14])[F:1])(=[O:5])=[O:4])[CH:18]=1. The catalyst class is: 2. (4) Reactant: [F:1][C:2]1[C:7]([OH:8])=[CH:6][CH:5]=[C:4]([F:9])[C:3]=1[CH:10]([O:14][CH2:15][CH3:16])[C:11]([OH:13])=O.Cl.Cl.[CH2:19]([O:26][C:27](=[O:39])[NH:28][C:29]([C:31]1[CH:36]=[CH:35][C:34]([CH2:37][NH2:38])=[CH:33][CH:32]=1)=[NH:30])[C:20]1[CH:25]=[CH:24][CH:23]=[CH:22][CH:21]=1.ON1C2C=CC=CC=2N=N1.C(Cl)CCl. Product: [CH2:19]([O:26][C:27](=[O:39])[NH:28][C:29]([C:31]1[CH:32]=[CH:33][C:34]([CH2:37][NH:38][C:11](=[O:13])[CH:10]([C:3]2[C:4]([F:9])=[CH:5][CH:6]=[C:7]([OH:8])[C:2]=2[F:1])[O:14][CH2:15][CH3:16])=[CH:35][CH:36]=1)=[NH:30])[C:20]1[CH:25]=[CH:24][CH:23]=[CH:22][CH:21]=1. The catalyst class is: 338. (5) Reactant: [OH:1][C@:2]12[CH2:26][C@@H:25]([OH:27])[CH2:24][CH2:23][C@:22]1([CH3:28])[C@@H:21]1[C@H:5]([C@H:6]3[C@:18]([CH3:29])([CH2:19][CH2:20]1)[C@@H:9]([C@H:10]([CH3:17])[CH2:11][CH2:12][CH2:13][CH:14]([CH3:16])[CH3:15])[CH2:8][CH2:7]3)[CH2:4][C@H:3]2[NH:30][CH2:31][CH2:32][C:33]1[N:34]=[CH:35][NH:36][CH:37]=1.[C:38]([OH:46])(=[O:45])[C:39]1[CH:44]=[CH:43][CH:42]=[CH:41][CH:40]=1. Product: [OH:1][C@:2]12[CH2:26][C@@H:25]([OH:27])[CH2:24][CH2:23][C@:22]1([CH3:28])[C@@H:21]1[C@H:5]([C@H:6]3[C@:18]([CH3:29])([CH2:19][CH2:20]1)[C@@H:9]([C@H:10]([CH3:17])[CH2:11][CH2:12][CH2:13][CH:14]([CH3:16])[CH3:15])[CH2:8][CH2:7]3)[CH2:4][C@H:3]2[NH:30][CH2:31][CH2:32][C:33]1[N:34]=[CH:35][NH:36][CH:37]=1.[C:38]([O-:46])(=[O:45])[C:39]1[CH:44]=[CH:43][CH:42]=[CH:41][CH:40]=1. The catalyst class is: 11. (6) Reactant: [Cl:1][C:2]1[CH:7]=[CH:6][C:5]([NH2:8])=[CH:4][CH:3]=1.[O:9]=[C:10]([CH3:14])[C:11](Cl)=[O:12].Cl. The catalyst class is: 236. Product: [Cl:1][C:2]1[CH:7]=[CH:6][C:5]([NH:8][C:11](=[O:12])[C:10](=[O:9])[CH3:14])=[CH:4][CH:3]=1. (7) Reactant: C[O:2][C:3]([C:5]1[C:6](=[O:31])[N:7]([CH2:20][C:21]2[CH:26]=[CH:25][C:24]([O:27][CH3:28])=[CH:23][C:22]=2[O:29][CH3:30])[C:8]([C:13]2[CH:18]=[CH:17][C:16]([Br:19])=[CH:15][CH:14]=2)=[C:9]([CH2:11][CH3:12])[CH:10]=1)=[O:4].[Li+].[OH-].Cl. Product: [Br:19][C:16]1[CH:17]=[CH:18][C:13]([C:8]2[N:7]([CH2:20][C:21]3[CH:26]=[CH:25][C:24]([O:27][CH3:28])=[CH:23][C:22]=3[O:29][CH3:30])[C:6](=[O:31])[C:5]([C:3]([OH:4])=[O:2])=[CH:10][C:9]=2[CH2:11][CH3:12])=[CH:14][CH:15]=1. The catalyst class is: 1.